From a dataset of Reaction yield outcomes from USPTO patents with 853,638 reactions. Predict the reaction yield, written as a fraction of the theoretical maximum amount of product (1.0 means a 100% yield; for example, 0.34 means a 34% yield). (1) The reactants are [C:1]1([C:22]2[CH:27]=[CH:26][CH:25]=[CH:24][CH:23]=2)[CH:6]=[CH:5][C:4]([O:7][CH2:8][C:9]([NH:11][C:12]2[C:16]([CH3:17])=[CH:15][S:14][C:13]=2[C:18]([O:20]C)=[O:19])=[O:10])=[CH:3][CH:2]=1. The catalyst is Cl. The product is [C:1]1([C:22]2[CH:27]=[CH:26][CH:25]=[CH:24][CH:23]=2)[CH:2]=[CH:3][C:4]([O:7][CH2:8][C:9]([NH:11][C:12]2[C:16]([CH3:17])=[CH:15][S:14][C:13]=2[C:18]([OH:20])=[O:19])=[O:10])=[CH:5][CH:6]=1. The yield is 0.470. (2) The reactants are [CH2:1]([O:4][CH2:5][CH2:6][CH2:7][S:8]([O-:11])(=O)=[O:9])[C:2]#[CH:3].[Na+].S(Cl)([Cl:15])=O. The catalyst is ClCCl. The product is [CH2:1]([O:4][CH2:5][CH2:6][CH2:7][S:8]([Cl:15])(=[O:11])=[O:9])[C:2]#[CH:3]. The yield is 0.950.